This data is from Reaction yield outcomes from USPTO patents with 853,638 reactions. The task is: Predict the reaction yield, written as a fraction of the theoretical maximum amount of product (1.0 means a 100% yield; for example, 0.34 means a 34% yield). (1) The reactants are Cl[C:2]1[CH:3]=[C:4]([C:13]2[C:25]3[C:24]4[C:19](=[CH:20][CH:21]=[CH:22][CH:23]=4)[N:18]([CH3:26])[C:17]=3[N:16]=[C:15]([CH3:27])[C:14]=2[C:28](OCC)=[O:29])[C:5]([CH3:12])=[C:6]2[C:11]=1[O:10][CH2:9][CH2:8][CH2:7]2.[H-].[H-].[H-].[H-].[Li+].[Al+3].CCN(CC)CC.C(O)=O. The catalyst is O1CCCC1.CO.[Pd]. The product is [CH3:27][C:15]1[C:14]([CH2:28][OH:29])=[C:13]([C:4]2[C:5]([CH3:12])=[C:6]3[C:11](=[CH:2][CH:3]=2)[O:10][CH2:9][CH2:8][CH2:7]3)[C:25]2[C:24]3[C:19](=[CH:20][CH:21]=[CH:22][CH:23]=3)[N:18]([CH3:26])[C:17]=2[N:16]=1. The yield is 0.780. (2) The reactants are [OH:1][C:2]1[CH:6]=[C:5]([C:7]([O:9][CH3:10])=[O:8])[O:4][N:3]=1.[H-].[Na+].Cl[CH2:14][C:15]1[N:16]=[C:17]([C:21]2[CH:26]=[CH:25][CH:24]=[CH:23][CH:22]=2)[O:18][C:19]=1[CH3:20].O. The catalyst is CN(C)C=O. The product is [CH3:20][C:19]1[O:18][C:17]([C:21]2[CH:22]=[CH:23][CH:24]=[CH:25][CH:26]=2)=[N:16][C:15]=1[CH2:14][O:1][C:2]1[CH:6]=[C:5]([C:7]([O:9][CH3:10])=[O:8])[O:4][N:3]=1. The yield is 0.720. (3) The reactants are C(N(CC)CC)C.[N:8]1[CH:13]=[CH:12][CH:11]=[C:10](/[CH:14]=[CH:15]/[C:16]([OH:18])=O)[CH:9]=1.C(Cl)(=O)C(C)(C)C.Br.[CH3:27][O:28][C:29]1[CH:30]=[C:31]([C:37](=[O:41])[CH2:38][NH:39][CH3:40])[CH:32]=[CH:33][C:34]=1[O:35][CH3:36]. The catalyst is ClCCl. The product is [CH3:27][O:28][C:29]1[CH:30]=[C:31]([C:37](=[O:41])[CH2:38][N:39]([CH3:40])[C:16](=[O:18])/[CH:15]=[CH:14]/[C:10]2[CH:9]=[N:8][CH:13]=[CH:12][CH:11]=2)[CH:32]=[CH:33][C:34]=1[O:35][CH3:36]. The yield is 0.560. (4) The reactants are [CH2:1]([N:8]1[CH2:14][C@H:13]([NH:15][C:16](=[O:28])[C@@H:17]([N:19](C)[C:20](=O)OC(C)(C)C)[CH3:18])[C:12](=[O:29])[N:11]([CH2:30][C:31]2[C:40]3[C:35](=[CH:36][C:37]([Br:41])=[CH:38][CH:39]=3)[CH:34]=[CH:33][C:32]=2[O:42][CH3:43])[C:10]2[CH:44]=[CH:45][CH:46]=[CH:47][C:9]1=2)[C:2]1[CH:7]=[CH:6][CH:5]=[CH:4][CH:3]=1.[C:48]([OH:54])([C:50]([F:53])([F:52])[F:51])=[O:49]. The catalyst is C(Cl)Cl. The product is [F:51][C:50]([F:53])([F:52])[C:48]([OH:54])=[O:49].[CH2:1]([N:8]1[CH2:14][C@H:13]([NH:15][C:16](=[O:28])[C@@H:17]([NH:19][CH3:20])[CH3:18])[C:12](=[O:29])[N:11]([CH2:30][C:31]2[C:40]3[C:35](=[CH:36][C:37]([Br:41])=[CH:38][CH:39]=3)[CH:34]=[CH:33][C:32]=2[O:42][CH3:43])[C:10]2[CH:44]=[CH:45][CH:46]=[CH:47][C:9]1=2)[C:2]1[CH:7]=[CH:6][CH:5]=[CH:4][CH:3]=1. The yield is 0.890.